From a dataset of Catalyst prediction with 721,799 reactions and 888 catalyst types from USPTO. Predict which catalyst facilitates the given reaction. (1) Reactant: [NH:1]1[C:9]2[C:4](=[CH:5][CH:6]=[CH:7][CH:8]=2)[C:3]2([C:13]3=[CH:14][C:15]4[O:19][CH2:18][O:17][C:16]=4[CH:20]=[C:12]3[O:11][CH2:10]2)[C:2]1=[O:21].[Cl:22][C:23]1[S:27][C:26]([CH2:28]O)=[N:25][N:24]=1.C(P(CCCC)CCCC)CCC.CN(C)C(N=NC(N(C)C)=O)=O. Product: [Cl:22][C:23]1[S:27][C:26]([CH2:28][N:1]2[C:9]3[C:4](=[CH:5][CH:6]=[CH:7][CH:8]=3)[C:3]3([C:13]4=[CH:14][C:15]5[O:19][CH2:18][O:17][C:16]=5[CH:20]=[C:12]4[O:11][CH2:10]3)[C:2]2=[O:21])=[N:25][N:24]=1. The catalyst class is: 7. (2) Reactant: [Br:1][C:2]1[CH:3]=[C:4]2[C:8](=[CH:9][CH:10]=1)[N:7]([CH2:11][CH2:12][CH2:13][CH2:14][O:15][Si](C(C)(C)C)(C)C)[C:6]([C:23]1[C:28]3[N:29]([CH3:36])[C:30](=[O:35])[N:31]([CH:32]4[CH2:34][CH2:33]4)[C:27]=3[CH:26]=[CH:25][N:24]=1)=[CH:5]2.[F-].[NH4+]. Product: [Br:1][C:2]1[CH:3]=[C:4]2[C:8](=[CH:9][CH:10]=1)[N:7]([CH2:11][CH2:12][CH2:13][CH2:14][OH:15])[C:6]([C:23]1[C:28]3[N:29]([CH3:36])[C:30](=[O:35])[N:31]([CH:32]4[CH2:34][CH2:33]4)[C:27]=3[CH:26]=[CH:25][N:24]=1)=[CH:5]2. The catalyst class is: 5. (3) Product: [OH:4][CH2:5][C:6]1[C:14]([S:15]([CH3:18])(=[O:17])=[O:16])=[CH:13][C:12]2[N:11]3[CH2:19][CH2:20][N:21]([C:26]4[N:31]=[C:30]([C:32]([F:35])([F:34])[F:33])[C:29]([C:36]([OH:38])([CH3:41])[CH3:37])=[CH:28][N:27]=4)[CH:22]([CH:23]([CH3:25])[CH3:24])[C:10]3=[CH:9][C:8]=2[CH:7]=1. Reactant: C([O:4][CH2:5][C:6]1[C:14]([S:15]([CH3:18])(=[O:17])=[O:16])=[CH:13][C:12]2[N:11]3[CH2:19][CH2:20][N:21]([C:26]4[N:31]=[C:30]([C:32]([F:35])([F:34])[F:33])[C:29]([C:36](=[O:38])[CH3:37])=[CH:28][N:27]=4)[CH:22]([CH:23]([CH3:25])[CH3:24])[C:10]3=[CH:9][C:8]=2[CH:7]=1)(=O)C.[Li+].[Cl-].[CH2:41]1COCC1.C[Mg]Cl.[NH4+].[Cl-]. The catalyst class is: 20. (4) Reactant: [CH3:1][C:2]1[N:3]=[C:4]2[C:9]([O:10][CH2:11][C:12]3[C:17]([F:18])=[CH:16][CH:15]=[C:14]([F:19])[C:13]=3[F:20])=[CH:8][C:7]([CH3:21])=[CH:6][N:5]2[CH:22]=1.[Br:23]N1C(=O)CCC1=O. Product: [Br:23][C:22]1[N:5]2[CH:6]=[C:7]([CH3:21])[CH:8]=[C:9]([O:10][CH2:11][C:12]3[C:17]([F:18])=[CH:16][CH:15]=[C:14]([F:19])[C:13]=3[F:20])[C:4]2=[N:3][C:2]=1[CH3:1]. The catalyst class is: 8.